From a dataset of TCR-epitope binding with 47,182 pairs between 192 epitopes and 23,139 TCRs. Binary Classification. Given a T-cell receptor sequence (or CDR3 region) and an epitope sequence, predict whether binding occurs between them. (1) The epitope is RLRPGGKKR. The TCR CDR3 sequence is CASTKGFSGNTIYF. Result: 0 (the TCR does not bind to the epitope). (2) The epitope is FIAGLIAIV. The TCR CDR3 sequence is CASSLASGGGEQYF. Result: 1 (the TCR binds to the epitope).